The task is: Predict the reactants needed to synthesize the given product.. This data is from Full USPTO retrosynthesis dataset with 1.9M reactions from patents (1976-2016). (1) Given the product [CH3:1][O:2][C:3]1[C:4]([CH2:9][C:10]([O-:12])=[O:11])=[N:5][CH:6]=[CH:7][CH:8]=1.[Na+:16], predict the reactants needed to synthesize it. The reactants are: [CH3:1][O:2][C:3]1[C:4]([CH2:9][C:10]([O:12]CC)=[O:11])=[N:5][CH:6]=[CH:7][CH:8]=1.[OH-].[Na+:16]. (2) Given the product [CH:26]1([C:29]([N:31]2[CH2:43][C:42]3[NH:41][C:40]4[CH:39]=[C:38]([F:1])[CH:37]=[C:36]5[C:44](=[O:47])[NH:45][N:46]=[C:33]([C:34]=3[C:35]=45)[CH2:32]2)=[O:30])[CH2:27][CH2:28]1, predict the reactants needed to synthesize it. The reactants are: [F:1]C1C=C(C(OC)=O)C2C3C(=O)CNCC=3NC=2C=1.C1(C(Cl)=O)CC1.[CH:26]1([C:29]([N:31]2[CH2:43][C:42]3[NH:41][C:40]4[CH:39]=[CH:38][CH:37]=[C:36]5[C:44](=[O:47])[NH:45][N:46]=[C:33]([C:34]=3[C:35]=45)[CH2:32]2)=[O:30])[CH2:28][CH2:27]1. (3) Given the product [C:9]1([C:5]2[CH:6]=[CH:7][C:2]([NH2:1])=[N:3][CH:4]=2)[CH:14]=[CH:13][CH:12]=[CH:11][CH:10]=1, predict the reactants needed to synthesize it. The reactants are: [NH2:1][C:2]1[CH:7]=[CH:6][C:5](Br)=[CH:4][N:3]=1.[C:9]1(B(O)O)[CH:14]=[CH:13][CH:12]=[CH:11][CH:10]=1.COCCOC.C(=O)([O-])[O-].[Na+].[Na+]. (4) Given the product [CH2:1]([O:3][C:4]([C@@H:6]1[CH2:10][C@@H:9]([S:31][C:28]2[CH:29]=[CH:30][C:25]([F:24])=[CH:26][C:27]=2[Cl:32])[CH2:8][C@H:7]1[C:16]([N:18]1[CH2:19][C:20]([F:22])([F:23])[CH2:21]1)=[O:17])=[O:5])[CH3:2], predict the reactants needed to synthesize it. The reactants are: [CH2:1]([O:3][C:4]([C@@H:6]1[CH2:10][C@H:9](OS(C)(=O)=O)[CH2:8][C@H:7]1[C:16]([N:18]1[CH2:21][C:20]([F:23])([F:22])[CH2:19]1)=[O:17])=[O:5])[CH3:2].[F:24][C:25]1[CH:30]=[CH:29][C:28]([SH:31])=[C:27]([Cl:32])[CH:26]=1. (5) Given the product [F:8][C:7]1[C:2]([NH:25][CH2:26][C@@H:27]([C:39]([O:41][C:42]([CH3:45])([CH3:44])[CH3:43])=[O:40])[NH:28][C:29]([O:31][CH2:32][C:33]2[CH:38]=[CH:37][CH:36]=[CH:35][CH:34]=2)=[O:30])=[N:3][CH:4]=[N:5][C:6]=1[N:9]1[CH2:14][CH2:13][CH:12]([C:15]2[N:24]=[C:23]3[C:18]([CH2:19][CH2:20][CH2:21][NH:22]3)=[CH:17][CH:16]=2)[CH2:11][CH2:10]1, predict the reactants needed to synthesize it. The reactants are: Br[C:2]1[C:7]([F:8])=[C:6]([N:9]2[CH2:14][CH2:13][CH:12]([C:15]3[N:24]=[C:23]4[C:18]([CH2:19][CH2:20][CH2:21][NH:22]4)=[CH:17][CH:16]=3)[CH2:11][CH2:10]2)[N:5]=[CH:4][N:3]=1.[NH2:25][CH2:26][C@@H:27]([C:39]([O:41][C:42]([CH3:45])([CH3:44])[CH3:43])=[O:40])[NH:28][C:29]([O:31][CH2:32][C:33]1[CH:38]=[CH:37][CH:36]=[CH:35][CH:34]=1)=[O:30].[F-].[Cs+].C1(P(C2C=CC=CC=2)C2C=CC3C(=CC=CC=3)C=2C2C3C(=CC=CC=3)C=CC=2P(C2C=CC=CC=2)C2C=CC=CC=2)C=CC=CC=1. (6) Given the product [Cl:1][C:2]1[CH:3]=[C:15]([OH:18])[CH:16]=[CH:8][C:9]=1[CH:20]=[CH:21][N+:11]([O-:13])=[O:12], predict the reactants needed to synthesize it. The reactants are: [Cl:1][C:2]1[CH:3]=C(C=[CH:8][C:9]=1O)C=O.[N+:11](C)([O-:13])=[O:12].[C:15]([O-:18])(=O)[CH3:16].[NH4+].[C:20](O)(=O)[CH3:21].